This data is from Peptide-MHC class II binding affinity with 134,281 pairs from IEDB. The task is: Regression. Given a peptide amino acid sequence and an MHC pseudo amino acid sequence, predict their binding affinity value. This is MHC class II binding data. The peptide sequence is EFVTLAAKFIIEEDS. The MHC is DRB1_1001 with pseudo-sequence DRB1_1001. The binding affinity (normalized) is 0.652.